From a dataset of Retrosynthesis with 50K atom-mapped reactions and 10 reaction types from USPTO. Predict the reactants needed to synthesize the given product. (1) Given the product COc1ccc2ccc(F)c(CCCO)c2n1, predict the reactants needed to synthesize it. The reactants are: CCCCOC(=O)CCc1c(F)ccc2ccc(OC)nc12. (2) Given the product Nc1cc(Sc2ccc3c(C(=O)Nc4ccc(F)c(C(F)(F)F)c4)cccc3c2)ncn1, predict the reactants needed to synthesize it. The reactants are: CC(C)(C)OC(=O)Nc1cc(Sc2ccc3c(C(=O)Nc4ccc(F)c(C(F)(F)F)c4)cccc3c2)ncn1. (3) Given the product CCN(CC)S(=O)(=O)c1ccc(-c2ccc(C#N)n2C)cc1, predict the reactants needed to synthesize it. The reactants are: CCN(CC)S(=O)(=O)c1ccc(Br)cc1.Cn1c(C#N)ccc1B(O)O. (4) Given the product OC(c1cc(Br)cs1)C(F)F, predict the reactants needed to synthesize it. The reactants are: O=C(c1cc(Br)cs1)C(F)F. (5) Given the product CCNC(=O)N1CCC(c2cc(-c3ccc4sc(Cc5ccccc5)nc4c3)c3c(N)ncnn23)CC1, predict the reactants needed to synthesize it. The reactants are: CCN=C=O.Nc1ncnn2c(C3CCNCC3)cc(-c3ccc4sc(Cc5ccccc5)nc4c3)c12. (6) The reactants are: O=C(OO)c1cccc(Cl)c1.c1ccc(-c2cnc(NC3=NC[C@@]4(CN5CCC4CC5)O3)s2)cc1. Given the product [O-][N+]12CCC(CC1)[C@]1(CN=C(Nc3ncc(-c4ccccc4)s3)O1)C2, predict the reactants needed to synthesize it. (7) Given the product COC(=O)[C@H](C)Oc1cc(Oc2c(C)c(C)nn2C)c(Cl)cc1/C=N/O, predict the reactants needed to synthesize it. The reactants are: COC(=O)[C@H](C)Oc1cc(Oc2c(C)c(C)nn2C)c(Cl)cc1C=O.NO.